Dataset: Catalyst prediction with 721,799 reactions and 888 catalyst types from USPTO. Task: Predict which catalyst facilitates the given reaction. (1) Reactant: [F:1][C:2]1[CH:7]=[CH:6][C:5]([F:8])=[CH:4][C:3]=1[CH:9]1[CH2:14][CH2:13][CH2:12][CH2:11][C:10]1=[O:15].[Br:16]Br. Product: [Br:16][CH:11]1[C:10](=[O:15])[CH:9]([C:3]2[CH:4]=[C:5]([F:8])[CH:6]=[CH:7][C:2]=2[F:1])[CH2:14][CH2:13][CH2:12]1. The catalyst class is: 22. (2) Reactant: [F:1][C:2]1[CH:8]=[CH:7][C:5]([NH2:6])=[CH:4][C:3]=1[CH3:9].[CH3:10][C@H:11]1[C@@H:15]([C:16]([O-])=[O:17])[CH2:14][CH2:13][N:12]1[C@H:19]([C:21]1[CH:26]=[CH:25][CH:24]=[CH:23][CH:22]=1)[CH3:20].[Li+].CN(C(ON1N=NC2C=CC=NC1=2)=[N+](C)C)C.F[P-](F)(F)(F)(F)F.C(N(CC)C(C)C)(C)C. Product: [F:1][C:2]1[CH:8]=[CH:7][C:5]([NH:6][C:16]([C@H:15]2[CH2:14][CH2:13][N:12]([C@H:19]([C:21]3[CH:22]=[CH:23][CH:24]=[CH:25][CH:26]=3)[CH3:20])[C@H:11]2[CH3:10])=[O:17])=[CH:4][C:3]=1[CH3:9]. The catalyst class is: 2. (3) Reactant: C(OC(=O)[NH:7][CH2:8][C:9]1[CH:10]=[CH:11][C:12]2[CH:16]=[C:15]([C:17]3[CH:22]=[CH:21][N:20]=[C:19]([NH:23][CH2:24][CH2:25][CH2:26][N:27]4[CH2:32][CH2:31][N:30]([CH3:33])[CH2:29][CH2:28]4)[N:18]=3)[S:14][C:13]=2[CH:34]=1)(C)(C)C.C(O)(C(F)(F)F)=O.CO. Product: [NH2:7][CH2:8][C:9]1[CH:10]=[CH:11][C:12]2[CH:16]=[C:15]([C:17]3[CH:22]=[CH:21][N:20]=[C:19]([NH:23][CH2:24][CH2:25][CH2:26][N:27]4[CH2:28][CH2:29][N:30]([CH3:33])[CH2:31][CH2:32]4)[N:18]=3)[S:14][C:13]=2[CH:34]=1. The catalyst class is: 4. (4) Reactant: [CH3:1][O:2][C:3]1[CH:4]=[C:5]2[C:10](=[CH:11][C:12]=1[O:13][CH3:14])[N:9]=[CH:8][N:7]=[C:6]2[NH:15][C:16]1[CH:21]=[CH:20][C:19]([NH2:22])=[CH:18][CH:17]=1.C(N(CC)CC)C.Cl[CH2:31][CH2:32][S:33](Cl)(=[O:35])=[O:34]. Product: [CH3:1][O:2][C:3]1[CH:4]=[C:5]2[C:10](=[CH:11][C:12]=1[O:13][CH3:14])[N:9]=[CH:8][N:7]=[C:6]2[NH:15][C:16]1[CH:21]=[CH:20][C:19]([NH:22][S:33]([CH:32]=[CH2:31])(=[O:35])=[O:34])=[CH:18][CH:17]=1. The catalyst class is: 4. (5) Reactant: C([O:3][C:4](=[O:40])[C:5]1[CH:10]=[CH:9][C:8]([NH:11][C:12]2[C:17](=[O:18])[N:16]([CH3:19])[CH:15]=[C:14]([C:20]3[CH:25]=[CH:24][CH:23]=[C:22]([NH:26][C:27](=[O:38])[C:28]4[CH:33]=[CH:32][C:31]([C:34]([CH3:37])([CH3:36])[CH3:35])=[CH:30][CH:29]=4)[C:21]=3[CH3:39])[N:13]=2)=[CH:7][CH:6]=1)C.[OH-].[Na+]. Product: [C:34]([C:31]1[CH:32]=[CH:33][C:28]([C:27]([NH:26][C:22]2[C:21]([CH3:39])=[C:20]([C:14]3[N:13]=[C:12]([NH:11][C:8]4[CH:7]=[CH:6][C:5]([C:4]([OH:40])=[O:3])=[CH:10][CH:9]=4)[C:17](=[O:18])[N:16]([CH3:19])[CH:15]=3)[CH:25]=[CH:24][CH:23]=2)=[O:38])=[CH:29][CH:30]=1)([CH3:37])([CH3:35])[CH3:36]. The catalyst class is: 8. (6) Product: [CH2:1]([NH:3][C:4](=[O:12])[C:5]1[C:10]([O:44][C:45]([CH3:48])([CH3:47])[CH3:46])=[CH:9][CH:8]=[CH:7][C:6]=1[Cl:11])[CH3:2]. Reactant: [CH2:1]([NH:3][C:4](=[O:12])[C:5]1[CH:10]=[CH:9][CH:8]=[CH:7][C:6]=1[Cl:11])[CH3:2].CN(CCN(C)C)C.[Li]C(CC)C.[Mg+2].[Br-].[Br-].CCOCC.C(OO[O:44][C:45]([CH3:48])([CH3:47])[CH3:46])(=O)C1C=CC=CC=1. The catalyst class is: 1.